From a dataset of Full USPTO retrosynthesis dataset with 1.9M reactions from patents (1976-2016). Predict the reactants needed to synthesize the given product. (1) Given the product [NH2:26][C:27]1[C:28]([C:34]([NH:11][C:10]2[CH:5]=[N:6][CH:7]=[CH:8][C:9]=2[N:12]2[CH2:17][CH2:16][CH2:15][C@@H:14]([O:18][Si:19]([C:22]([CH3:23])([CH3:24])[CH3:25])([CH3:21])[CH3:20])[CH2:13]2)=[O:35])=[N:29][C:30]([Br:33])=[CH:31][CH:32]=1, predict the reactants needed to synthesize it. The reactants are: C([C:5]1[C:10]([NH2:11])=[C:9]([N:12]2[CH2:17][CH2:16][CH2:15][C@@H:14]([O:18][Si:19]([C:22]([CH3:25])([CH3:24])[CH3:23])([CH3:21])[CH3:20])[CH2:13]2)[CH:8]=[CH:7][N:6]=1)(C)(C)C.[NH2:26][C:27]1[C:28]([C:34](O)=[O:35])=[N:29][C:30]([Br:33])=[CH:31][CH:32]=1. (2) Given the product [ClH:44].[CH2:1]([O:3][C:4]1[C:9](=[O:10])[NH:8][CH:7]=[C:6]([C:20]2[CH:25]=[CH:24][C:23]([CH2:26][C:27]([NH:29][C:30]3[NH:34][N:33]=[C:32]([C:35]([CH3:41])([CH3:40])[C:36]([F:38])([F:39])[F:37])[CH:31]=3)=[O:28])=[C:22]([F:42])[CH:21]=2)[CH:5]=1)[CH3:2], predict the reactants needed to synthesize it. The reactants are: [CH2:1]([O:3][C:4]1[CH:5]=[C:6]([C:20]2[CH:25]=[CH:24][C:23]([CH2:26][C:27]([NH:29][C:30]3[NH:34][N:33]=[C:32]([C:35]([CH3:41])([CH3:40])[C:36]([F:39])([F:38])[F:37])[CH:31]=3)=[O:28])=[C:22]([F:42])[CH:21]=2)[CH:7]=[N:8][C:9]=1[O:10]CC1C=CC(OC)=CC=1)[CH3:2].C(Cl)[Cl:44].O.C(#N)C.